From a dataset of Forward reaction prediction with 1.9M reactions from USPTO patents (1976-2016). Predict the product of the given reaction. (1) The product is: [CH3:30][C:29]1[C:24]([N:21]2[CH2:22][CH2:23][N:18]([C:16]([C:3]3[CH:4]=[CH:5][C:6]([CH2:8][N:9]4[CH2:13][CH2:12][CH2:11][S:10]4(=[O:15])=[O:14])=[CH:7][C:2]=3[CH3:32])=[O:17])[CH2:19][CH2:20]2)=[N:25][CH:26]=[C:27]([CH3:31])[CH:28]=1. Given the reactants Br[C:2]1[CH:7]=[C:6]([CH2:8][N:9]2[CH2:13][CH2:12][CH2:11][S:10]2(=[O:15])=[O:14])[CH:5]=[CH:4][C:3]=1[C:16]([N:18]1[CH2:23][CH2:22][N:21]([C:24]2[C:29]([CH3:30])=[CH:28][C:27]([CH3:31])=[CH:26][N:25]=2)[CH2:20][CH2:19]1)=[O:17].[CH3:32]B(O)O, predict the reaction product. (2) Given the reactants [NH2:1][C:2]1[S:3][CH:4]=[C:5]([C:10]2[CH:15]=[CH:14][CH:13]=[CH:12][CH:11]=2)[C:6]=1[C:7]([NH2:9])=[O:8].[C:16](Cl)(=[O:19])[CH2:17][CH3:18].C[O-].[Na+].Cl, predict the reaction product. The product is: [C:10]1([C:5]2[C:6]([C:7]([NH2:9])=[O:8])=[C:2]([NH:1][C:16](=[O:19])[CH2:17][CH3:18])[S:3][CH:4]=2)[CH:11]=[CH:12][CH:13]=[CH:14][CH:15]=1.